Dataset: Full USPTO retrosynthesis dataset with 1.9M reactions from patents (1976-2016). Task: Predict the reactants needed to synthesize the given product. Given the product [CH3:36][O:35][CH2:34][C@H:33]([CH3:37])[O:32][C:30]1[CH:31]=[C:11]([CH:12]=[C:13]([C:14]([NH:16][C:17]2[CH:21]=[CH:20][NH:19][N:18]=2)=[O:15])[CH:29]=1)[O:10][C:9]1[CH:8]=[CH:7][C:6]([C:4]([OH:5])=[O:3])=[CH:39][CH:38]=1, predict the reactants needed to synthesize it. The reactants are: C([O:3][C:4]([C:6]1[CH:39]=[CH:38][C:9]([O:10][C:11]2[CH:12]=[C:13]([CH:29]=[C:30]([O:32][C@@H:33]([CH3:37])[CH2:34][O:35][CH3:36])[CH:31]=2)[C:14]([NH:16][C:17]2[CH:21]=[CH:20][N:19](C(OC(C)(C)C)=O)[N:18]=2)=[O:15])=[CH:8][CH:7]=1)=[O:5])C.[OH-].[Na+].